From a dataset of Full USPTO retrosynthesis dataset with 1.9M reactions from patents (1976-2016). Predict the reactants needed to synthesize the given product. (1) Given the product [Cl:19][C:20]1[N:25]=[CH:24][C:23]([S:26]([NH:14][C:13]2[CH:15]=[C:9]([N:4]3[CH2:3][C@H:2]([CH3:1])[NH:7][C@H:6]([CH3:8])[CH2:5]3)[CH:10]=[CH:11][C:12]=2[O:16][CH3:17])(=[O:28])=[O:27])=[CH:22][CH:21]=1, predict the reactants needed to synthesize it. The reactants are: [CH3:1][C@H:2]1[NH:7][C@@H:6]([CH3:8])[CH2:5][N:4]([C:9]2[CH:10]=[CH:11][C:12]([O:16][CH3:17])=[C:13]([CH:15]=2)[NH2:14])[CH2:3]1.Cl.[Cl:19][C:20]1[N:25]=[CH:24][C:23]([S:26](Cl)(=[O:28])=[O:27])=[CH:22][CH:21]=1. (2) Given the product [NH2:7][C:8]1[C:21]2[CH2:20][C:19]3[C:14](=[CH:15][CH:16]=[CH:17][CH:18]=3)[S:13][C:12]=2[C:11]([C:22]2[O:23][C:24]([N:29]3[CH2:34][CH2:33][O:32][CH2:31][CH2:30]3)=[CH:25][C:26](=[O:28])[CH:27]=2)=[CH:10][CH:9]=1, predict the reactants needed to synthesize it. The reactants are: C(OC(=O)[NH:7][C:8]1[C:21]2[CH2:20][C:19]3[C:14](=[CH:15][CH:16]=[CH:17][CH:18]=3)[S:13][C:12]=2[C:11]([C:22]2[O:23][C:24]([N:29]3[CH2:34][CH2:33][O:32][CH2:31][CH2:30]3)=[CH:25][C:26](=[O:28])[CH:27]=2)=[CH:10][CH:9]=1)(C)(C)C.FC(F)(F)C(O)=O. (3) Given the product [Br:1][C:2]1[CH:7]=[CH:6][C:5]([O:15][CH2:16][C:17]([F:20])([F:19])[F:18])=[CH:4][CH:3]=1, predict the reactants needed to synthesize it. The reactants are: [Br:1][C:2]1[CH:7]=[CH:6][CH:5]=[CH:4][C:3]=1O.[OH-].[Na+].CS([O:15][CH2:16][C:17]([F:20])([F:19])[F:18])(=O)=O. (4) Given the product [CH2:21]([O:28][C:29]1[C:34]([CH2:35][N:12]2[CH2:11][CH2:10][C:9]3[C:14](=[C:15]([Cl:19])[C:16]([I:18])=[CH:17][C:8]=3[Br:7])[C:13]2=[O:20])=[C:33]([CH3:37])[CH:32]=[C:31]([CH3:38])[N:30]=1)[C:22]1[CH:27]=[CH:26][CH:25]=[CH:24][CH:23]=1, predict the reactants needed to synthesize it. The reactants are: CC(C)([O-])C.[K+].[Br:7][C:8]1[CH:17]=[C:16]([I:18])[C:15]([Cl:19])=[C:14]2[C:9]=1[CH2:10][CH2:11][NH:12][C:13]2=[O:20].[CH2:21]([O:28][C:29]1[C:34]([CH2:35]Cl)=[C:33]([CH3:37])[CH:32]=[C:31]([CH3:38])[N:30]=1)[C:22]1[CH:27]=[CH:26][CH:25]=[CH:24][CH:23]=1. (5) Given the product [F:1][C:2]1[C:3]([N:10]([S:21]([CH2:18][CH2:16][CH3:17])(=[O:23])=[O:22])[S:21]([CH2:18][CH2:19][CH3:20])(=[O:23])=[O:22])=[N:4][CH:5]=[C:6]([F:9])[C:7]=1[I:8], predict the reactants needed to synthesize it. The reactants are: [F:1][C:2]1[C:3]([NH2:10])=[N:4][CH:5]=[C:6]([F:9])[C:7]=1[I:8].C(N([CH2:16][CH3:17])CC)C.[CH2:18]([S:21](Cl)(=[O:23])=[O:22])[CH2:19][CH3:20]. (6) The reactants are: F[P-](F)(F)(F)(F)F.[CH3:8][N+:9](C)=[C:10](N(C)C)ON1C2N=CC=CC=2N=N1.[C:25]([O:29][C:30]([NH:32][C@@H:33]([CH2:37][C:38]1[CH:43]=[CH:42][C:41]([O:44][CH:45]([CH3:47])[CH3:46])=[CH:40][CH:39]=1)[C:34](O)=[O:35])=[O:31])([CH3:28])([CH3:27])[CH3:26].C(N(CC)C(C)C)(C)C.CNC.O1CCCC1. Given the product [CH3:8][N:9]([CH3:10])[C:34](=[O:35])[C@@H:33]([NH:32][C:30](=[O:31])[O:29][C:25]([CH3:28])([CH3:27])[CH3:26])[CH2:37][C:38]1[CH:43]=[CH:42][C:41]([O:44][CH:45]([CH3:47])[CH3:46])=[CH:40][CH:39]=1, predict the reactants needed to synthesize it. (7) The reactants are: [OH:1][C:2]1[C:9]([OH:10])=[C:8]([O:11][CH3:12])[CH:7]=[CH:6][C:3]=1[CH:4]=[O:5].[C:13]([O-])([O-])=O.[K+].[K+].Br[CH:20]([CH3:22])[CH3:21].O.CCO[C:27]([CH3:29])=O. Given the product [CH:20]([O:1][C:2]1[C:9]([O:10][CH:27]([CH3:29])[CH3:13])=[C:8]([O:11][CH3:12])[CH:7]=[CH:6][C:3]=1[CH:4]=[O:5])([CH3:22])[CH3:21], predict the reactants needed to synthesize it.